From a dataset of Full USPTO retrosynthesis dataset with 1.9M reactions from patents (1976-2016). Predict the reactants needed to synthesize the given product. (1) Given the product [O:17]1[C:13]2=[CH:12][C:11]3[CH:10]=[C:4]([C:5]([O:7][CH2:8][CH3:9])=[O:6])[NH:1][C:19]=3[CH:18]=[C:14]2[O:15][CH2:16]1, predict the reactants needed to synthesize it. The reactants are: [N:1](/[C:4](=[CH:10]\[C:11]1[CH:19]=[CH:18][C:14]2[O:15][CH2:16][O:17][C:13]=2[CH:12]=1)/[C:5]([O:7][CH2:8][CH3:9])=[O:6])=[N+]=[N-]. (2) The reactants are: [C:1]([NH:8][C:9]1[CH:14]=[CH:13][C:12]([F:15])=[CH:11][CH:10]=1)([O:3][C:4]([CH3:7])([CH3:6])[CH3:5])=[O:2].[Li][C:17]([CH3:20])([CH3:19])[CH3:18].CCCCC.C(Br)C(=C)C. Given the product [C:4]([O:3][C:1](=[O:2])[NH:8][C:9]1[CH:14]=[CH:13][C:12]([F:15])=[CH:11][C:10]=1[CH2:19][C:17]([CH3:20])=[CH2:18])([CH3:7])([CH3:6])[CH3:5], predict the reactants needed to synthesize it. (3) Given the product [Cl:30][C:27]1[CH:28]=[CH:29][C:24]([C:23]2[N:8]([C:3]3[CH:4]=[CH:5][CH:6]=[CH:7][C:2]=3[C:31]#[N:32])[N:9]=[C:10]3[C:15]([O:16][CH2:17][C:18]([F:20])([F:21])[CH3:19])=[N:14][C:13]([CH3:22])=[N:12][C:11]=23)=[CH:25][CH:26]=1, predict the reactants needed to synthesize it. The reactants are: Br[C:2]1[CH:7]=[CH:6][CH:5]=[CH:4][C:3]=1[N:8]1[C:23]([C:24]2[CH:29]=[CH:28][C:27]([Cl:30])=[CH:26][CH:25]=2)=[C:11]2[N:12]=[C:13]([CH3:22])[N:14]=[C:15]([O:16][CH2:17][C:18]([F:21])([F:20])[CH3:19])[C:10]2=[N:9]1.[CH3:31][N:32](C=O)C. (4) Given the product [N:8]1([C@H:14]2[CH2:15][C@H:16]([O:18][C:19]3[CH:20]=[CH:21][C:22]([C:25]4[S:26][C:27]5[CH2:28][NH:29][CH2:30][CH2:31][C:32]=5[N:33]=4)=[CH:23][CH:24]=3)[CH2:17]2)[CH2:13][CH2:12][CH2:11][CH2:10][CH2:9]1, predict the reactants needed to synthesize it. The reactants are: FC(F)(F)C(O)=O.[N:8]1([C@H:14]2[CH2:17][C@H:16]([O:18][C:19]3[CH:24]=[CH:23][C:22]([C:25]4[S:26][C:27]5[CH2:28][N:29](C(OC(C)(C)C)=O)[CH2:30][CH2:31][C:32]=5[N:33]=4)=[CH:21][CH:20]=3)[CH2:15]2)[CH2:13][CH2:12][CH2:11][CH2:10][CH2:9]1. (5) Given the product [N:13]1([C:22]2[CH:27]=[CH:26][N:25]=[C:24]([NH:28][CH:29]3[CH2:30][CH2:31][CH:32]([CH:35]=[O:36])[CH2:33][CH2:34]3)[N:23]=2)[C:17]2[CH:18]=[CH:19][CH:20]=[CH:21][C:16]=2[N:15]=[N:14]1, predict the reactants needed to synthesize it. The reactants are: I(C1C=CC=CC=1C(O)=O)(=O)=O.[N:13]1([C:22]2[CH:27]=[CH:26][N:25]=[C:24]([NH:28][C@H:29]3[CH2:34][CH2:33][C@H:32]([CH2:35][OH:36])[CH2:31][CH2:30]3)[N:23]=2)[C:17]2[CH:18]=[CH:19][CH:20]=[CH:21][C:16]=2[N:15]=[N:14]1.O.CCOC(C)=O. (6) Given the product [CH3:26][O:27][C:28](=[O:34])[C@@H:29]([NH:33][C:21]([C:19]1[O:18][N:17]=[C:16]([C:13]2[CH:12]=[CH:11][C:10]([NH:9][C:8]([NH:7][CH:1]3[CH2:6][CH2:5][CH2:4][CH2:3][CH2:2]3)=[O:24])=[CH:15][CH:14]=2)[CH:20]=1)=[O:22])[CH:30]([CH3:32])[CH3:31], predict the reactants needed to synthesize it. The reactants are: [CH:1]1([NH:7][C:8](=[O:24])[NH:9][C:10]2[CH:15]=[CH:14][C:13]([C:16]3[CH:20]=[C:19]([C:21](O)=[O:22])[O:18][N:17]=3)=[CH:12][CH:11]=2)[CH2:6][CH2:5][CH2:4][CH2:3][CH2:2]1.Cl.[CH3:26][O:27][C:28](=[O:34])[C@@H:29]([NH2:33])[CH:30]([CH3:32])[CH3:31].[K+].[Br-].